This data is from Forward reaction prediction with 1.9M reactions from USPTO patents (1976-2016). The task is: Predict the product of the given reaction. (1) Given the reactants [F:1][C:2]1[C:3]([NH:28][CH:29]([C:36]2([C:41]([F:44])([F:43])[F:42])[CH2:40][CH2:39][CH2:38][CH2:37]2)[CH2:30][C:31]([O:33]CC)=[O:32])=[N:4][C:5]([C:8]2[C:16]3[C:11](=[N:12][CH:13]=[C:14]([F:17])[CH:15]=3)[N:10](S(C3C=CC(C)=CC=3)(=O)=O)[CH:9]=2)=[N:6][CH:7]=1.[OH-].[Li+], predict the reaction product. The product is: [F:1][C:2]1[C:3]([NH:28][CH:29]([C:36]2([C:41]([F:43])([F:44])[F:42])[CH2:40][CH2:39][CH2:38][CH2:37]2)[CH2:30][C:31]([OH:33])=[O:32])=[N:4][C:5]([C:8]2[C:16]3[C:11](=[N:12][CH:13]=[C:14]([F:17])[CH:15]=3)[NH:10][CH:9]=2)=[N:6][CH:7]=1. (2) Given the reactants Br[C:2]1[O:6][C:5]([CH2:7][N:8]2[C:16]3[C:11](=[CH:12][CH:13]=[CH:14][CH:15]=3)[C:10]3([CH2:20][O:19][C:18]4[CH:21]=[C:22]5[C:26](=[CH:27][C:17]3=4)[CH2:25][CH2:24][O:23]5)[C:9]2=[O:28])=[CH:4][CH:3]=1.[N:29]1[CH:34]=[CH:33][C:32](B(O)O)=[CH:31][CH:30]=1.C(=O)([O-])[O-].[Na+].[Na+], predict the reaction product. The product is: [N:29]1[CH:34]=[CH:33][C:32]([C:2]2[O:6][C:5]([CH2:7][N:8]3[C:16]4[C:11](=[CH:12][CH:13]=[CH:14][CH:15]=4)[C:10]4([CH2:20][O:19][C:18]5[CH:21]=[C:22]6[C:26](=[CH:27][C:17]4=5)[CH2:25][CH2:24][O:23]6)[C:9]3=[O:28])=[CH:4][CH:3]=2)=[CH:31][CH:30]=1. (3) The product is: [O:25]=[C:23]1[C:22]2[C:21]3[CH2:20][CH2:26][CH2:27][C:28]=3[CH:19]=[CH:18][C:17]=2[N:16]=[C:15]([N:13]2[CH:14]=[C:10]([C:8]([OH:7])=[O:9])[CH:11]=[N:12]2)[NH:24]1.[O:49]=[C:47]1[C:46]2[C:41](=[CH:42][C:43]3[CH2:44][CH2:52][CH2:51][C:50]=3[CH:45]=2)[N:40]=[C:39]([N:37]2[CH:38]=[C:34]([C:32]([OH:31])=[O:33])[CH:35]=[N:36]2)[NH:48]1. Given the reactants O.[OH-].[Li+].O.C([O:7][C:8]([C:10]1[CH:11]=[N:12][N:13]([C:15]2[NH:24][C:23](=[O:25])[C:22]3[C:17](=[CH:18][C:19]4[CH2:28][CH2:27][CH2:26][C:20]=4[CH:21]=3)[N:16]=2)[CH:14]=1)=[O:9])C.C([O:31][C:32]([C:34]1[CH:35]=[N:36][N:37]([C:39]2[NH:48][C:47](=[O:49])[C:46]3[C:45]4[CH2:50][CH2:51][CH2:52][C:44]=4[CH:43]=[CH:42][C:41]=3[N:40]=2)[CH:38]=1)=[O:33])C, predict the reaction product. (4) Given the reactants CCCC.I[C:6]1[CH:7]=[C:8]2[C:13](=[CH:14][CH:15]=1)[N:12]=[CH:11][N:10]=[C:9]2[O:16][C:17]1[CH:22]=[CH:21][CH:20]=[CH:19][CH:18]=1.[CH:23]([C:25]1[CH:30]=[CH:29][C:28](B(O)O)=[CH:27][CH:26]=1)=[O:24].C([O-])([O-])=O.[Na+].[Na+], predict the reaction product. The product is: [O:16]([C:9]1[C:8]2[C:13](=[CH:14][CH:15]=[C:6]([C:28]3[CH:29]=[CH:30][C:25]([CH:23]=[O:24])=[CH:26][CH:27]=3)[CH:7]=2)[N:12]=[CH:11][N:10]=1)[C:17]1[CH:22]=[CH:21][CH:20]=[CH:19][CH:18]=1. (5) Given the reactants [NH2:1][C@H:2]([C:4]1[N:5]([C:16]2[CH:21]=[CH:20][CH:19]=[CH:18][CH:17]=2)[C:6](=[O:15])[C:7]2[C:12]([CH:13]=1)=[CH:11][CH:10]=[CH:9][C:8]=2Cl)[CH3:3].[CH3:22][O:23][C:24]1[CH:29]=[CH:28][C:27]([CH2:30][NH2:31])=[CH:26][CH:25]=1.C(N(C(C)C)CC)(C)C, predict the reaction product. The product is: [NH2:1][C@H:2]([C:4]1[N:5]([C:16]2[CH:21]=[CH:20][CH:19]=[CH:18][CH:17]=2)[C:6](=[O:15])[C:7]2[C:12]([CH:13]=1)=[CH:11][CH:10]=[CH:9][C:8]=2[NH:31][CH2:30][C:27]1[CH:28]=[CH:29][C:24]([O:23][CH3:22])=[CH:25][CH:26]=1)[CH3:3]. (6) Given the reactants C(OC([N:8]1[CH2:17][CH2:16][C:15]2[C:10](=[CH:11][C:12](/[CH:18]=[CH:19]/[C:20]([O:22][CH3:23])=[O:21])=[CH:13][CH:14]=2)[CH2:9]1)=O)(C)(C)C.C(O)(C(F)(F)F)=O, predict the reaction product. The product is: [CH3:23][O:22][C:20](=[O:21])/[CH:19]=[CH:18]/[C:12]1[CH:11]=[C:10]2[C:15]([CH2:16][CH2:17][NH:8][CH2:9]2)=[CH:14][CH:13]=1. (7) The product is: [CH2:1]([O:8][C:9]1[CH:17]=[CH:16][C:15]([CH:18]2[CH2:19][O:21]2)=[CH:14][C:10]=1[C:11]([NH2:13])=[O:12])[C:2]1[CH:7]=[CH:6][CH:5]=[CH:4][CH:3]=1. Given the reactants [CH2:1]([O:8][C:9]1[CH:17]=[CH:16][C:15]([C:18](=[O:21])[CH2:19]Br)=[CH:14][C:10]=1[C:11]([NH2:13])=[O:12])[C:2]1[CH:7]=[CH:6][CH:5]=[CH:4][CH:3]=1.[BH4-].[Na+], predict the reaction product.